This data is from Catalyst prediction with 721,799 reactions and 888 catalyst types from USPTO. The task is: Predict which catalyst facilitates the given reaction. (1) Reactant: [CH3:1][O:2][CH2:3][CH2:4][CH2:5][S:6]([C:9]1[CH:14]=[CH:13][C:12]([C:15]2[CH:20]=[CH:19][C:18]([CH2:21][CH2:22][N:23]3[CH2:27][CH2:26][CH2:25][C@H:24]3[CH3:28])=[CH:17][CH:16]=2)=[CH:11][CH:10]=1)(=[O:8])=[O:7].[C:29]([OH:41])(=[O:40])[CH2:30][C:31]([CH2:36][C:37]([OH:39])=[O:38])([C:33]([OH:35])=[O:34])[OH:32]. Product: [C:29]([OH:41])(=[O:40])[CH2:30][C:31]([CH2:36][C:37]([OH:39])=[O:38])([C:33]([OH:35])=[O:34])[OH:32].[CH3:1][O:2][CH2:3][CH2:4][CH2:5][S:6]([C:9]1[CH:14]=[CH:13][C:12]([C:15]2[CH:20]=[CH:19][C:18]([CH2:21][CH2:22][N:23]3[CH2:27][CH2:26][CH2:25][C@H:24]3[CH3:28])=[CH:17][CH:16]=2)=[CH:11][CH:10]=1)(=[O:8])=[O:7]. The catalyst class is: 32. (2) Reactant: [C:1]([NH:9][C:10]1[S:11][CH2:12][C@@H:13]2[CH2:18][N:17](C(OCC3C=CC=CC=3)=O)[CH2:16][C@:14]2([C:29]2[S:30][CH:31]=[CH:32][CH:33]=2)[N:15]=1)(=[O:8])[C:2]1[CH:7]=[CH:6][CH:5]=[CH:4][CH:3]=1.I[Si](C)(C)C. Product: [S:30]1[CH:31]=[CH:32][CH:33]=[C:29]1[C@:14]12[CH2:16][NH:17][CH2:18][C@H:13]1[CH2:12][S:11][C:10]([NH:9][C:1](=[O:8])[C:2]1[CH:3]=[CH:4][CH:5]=[CH:6][CH:7]=1)=[N:15]2. The catalyst class is: 10. (3) Reactant: [C:1]([CH2:11][CH2:12][CH2:13][CH2:14][CH2:15][CH2:16][C:17]([OH:19])=O)(=[O:10])[C:2]1[CH:7]=[CH:6][C:5]([O:8][CH3:9])=[CH:4][CH:3]=1.[NH2:20][OH:21].Cl. Product: [OH:21][NH:20][C:17](=[O:19])[CH2:16][CH2:15][CH2:14][CH2:13][CH2:12][CH2:11][C:1](=[O:10])[C:2]1[CH:7]=[CH:6][C:5]([O:8][CH3:9])=[CH:4][CH:3]=1. The catalyst class is: 66. (4) Reactant: F[C:2]1[CH:9]=[CH:8][C:5]([C:6]#[N:7])=[CH:4][C:3]=1[C:10]([F:13])([F:12])[F:11].[CH3:14][C@H:15]([OH:18])[CH2:16][CH3:17].[H-].[Na+]. Product: [F:11][C:10]([F:13])([F:12])[C:3]1[CH:4]=[C:5]([CH:8]=[CH:9][C:2]=1[O:18][C@H:15]([CH2:16][CH3:17])[CH3:14])[C:6]#[N:7]. The catalyst class is: 1. (5) Reactant: [C:1]([O:4][C@H:5]([C:9]([CH3:12])([CH3:11])[CH3:10])[C:6](Cl)=[O:7])(=[O:3])[CH3:2].C(N(CC)CC)C.[C:20]([O:24][C:25](=[O:45])[NH:26][CH2:27][C:28]1[CH:33]=[CH:32][C:31]([Cl:34])=[CH:30][C:29]=1[CH2:35][NH:36][C:37]([C@@H:39]1[CH2:44][CH2:43][CH2:42][CH2:41][NH:40]1)=[O:38])([CH3:23])([CH3:22])[CH3:21]. Product: [C:1]([O:4][C@H:5]([C:9]([CH3:12])([CH3:11])[CH3:10])[C:6]([N:40]1[CH2:41][CH2:42][CH2:43][CH2:44][C@H:39]1[C:37](=[O:38])[NH:36][CH2:35][C:29]1[CH:30]=[C:31]([Cl:34])[CH:32]=[CH:33][C:28]=1[CH2:27][NH:26][C:25]([O:24][C:20]([CH3:22])([CH3:21])[CH3:23])=[O:45])=[O:7])(=[O:3])[CH3:2]. The catalyst class is: 1. (6) Reactant: [Cl:1][C:2]1[C:3]([F:28])=[C:4]([CH:8]2[C:12]([C:15]3[CH:20]=[CH:19][C:18]([Cl:21])=[CH:17][C:16]=3[F:22])([C:13]#[N:14])[CH:11]([CH2:23][C:24]([CH3:27])([CH3:26])[CH3:25])[CH2:10][NH:9]2)[CH:5]=[CH:6][CH:7]=1.[C:29](Cl)(Cl)=[O:30].C(N(CC)CC)C.[CH3:40][O:41][C:42](=[O:51])[C:43]1[CH:48]=[CH:47][C:46]([CH2:49][NH2:50])=[CH:45][CH:44]=1. Product: [CH3:40][O:41][C:42](=[O:51])[C:43]1[CH:48]=[CH:47][C:46]([CH2:49][NH:50][C:29]([N:9]2[CH2:10][C@@H:11]([CH2:23][C:24]([CH3:25])([CH3:27])[CH3:26])[C@@:12]([C:15]3[CH:20]=[CH:19][C:18]([Cl:21])=[CH:17][C:16]=3[F:22])([C:13]#[N:14])[C@H:8]2[C:4]2[CH:5]=[CH:6][CH:7]=[C:2]([Cl:1])[C:3]=2[F:28])=[O:30])=[CH:45][CH:44]=1. The catalyst class is: 2. (7) The catalyst class is: 1. Product: [CH:1]([CH:5]1[CH2:9][O:8][C:7](=[O:10])[CH2:6]1)([CH3:2])[CH3:11]. Reactant: [CH2:1]([CH:5]1[CH2:9][O:8][C:7](=[O:10])[CH2:6]1)[CH:2](C)C.[C:11](OC(=O)CC(CC(C)C)C(O)=O)(C)(C)C.CO.